This data is from Catalyst prediction with 721,799 reactions and 888 catalyst types from USPTO. The task is: Predict which catalyst facilitates the given reaction. (1) Product: [CH2:1]([O:8][N:9]1[C:14]2[N:15]=[CH:16][N:17]=[C:18]([NH:42][CH2:34][CH2:35][C:36]3[CH:41]=[CH:40][CH:39]=[CH:38][CH:37]=3)[C:13]=2[C:12]([OH:20])=[CH:11][C:10]1=[O:26])[C:2]1[CH:3]=[CH:4][CH:5]=[CH:6][CH:7]=1. Reactant: [CH2:1]([O:8][N:9]1[C:14]2[N:15]=[CH:16][N:17]=[C:18](Cl)[C:13]=2[C:12]([OH:20])=[C:11](C(OCC)=O)[C:10]1=[O:26])[C:2]1[CH:7]=[CH:6][CH:5]=[CH:4][CH:3]=1.C(N(CC)CC)C.[CH2:34]([NH2:42])[CH2:35][C:36]1[CH:41]=[CH:40][CH:39]=[CH:38][CH:37]=1. The catalyst class is: 12. (2) Product: [CH2:16]([C:10]1([CH3:18])[O:11][CH2:12][C@@H:13]([CH2:14][CH3:15])[N:8]([CH2:1][C:2]2[CH:3]=[CH:4][CH:5]=[CH:6][CH:7]=2)[C:9]1=[O:17])[CH:28]=[CH2:29]. Reactant: [CH2:1]([N:8]1[C@H:13]([CH2:14][CH3:15])[CH2:12][O:11][CH:10]([CH3:16])[C:9]1=[O:17])[C:2]1[CH:7]=[CH:6][CH:5]=[CH:4][CH:3]=1.[CH3:18][Si](C)(C)[N-][Si](C)(C)C.[Li+].[CH2:28](Br)[CH:29]=C. The catalyst class is: 7. (3) Reactant: [C:1]([OH:5])(=O)C#C.[NH2:6][C:7]1[CH:12]=[CH:11][C:10]([C:13]2[CH2:17][CH2:16][N:15]([C:18](=[O:31])[CH2:19][C:20]3[CH:25]=[C:24]([O:26][CH3:27])[C:23]([O:28][CH3:29])=[CH:22][C:21]=3[Br:30])[N:14]=2)=[CH:9][CH:8]=1.[CH2:32](Cl)[CH2:33]Cl.CN([CH:39]=[O:40])C. Product: [Br:30][C:21]1[CH:22]=[C:23]([O:28][CH3:29])[C:24]([O:26][CH3:27])=[CH:25][C:20]=1[CH2:19][C:18]([N:15]1[CH2:16][CH2:17][C:13]([C:10]2[CH:9]=[CH:8][C:7]([NH:6][C:1](=[O:5])/[CH:32]=[CH:33]/[O:40][CH3:39])=[CH:12][CH:11]=2)=[N:14]1)=[O:31]. The catalyst class is: 223. (4) Reactant: CS(C)=O.C(Cl)(=O)C(Cl)=O.[C:11]([O:15][C:16]([N:18]1[CH2:23][CH2:22][CH2:21][CH2:20][CH:19]1[CH2:24][OH:25])=[O:17])([CH3:14])([CH3:13])[CH3:12].CCN(CC)CC. Product: [C:11]([O:15][C:16]([N:18]1[CH2:23][CH2:22][CH2:21][CH2:20][CH:19]1[CH:24]=[O:25])=[O:17])([CH3:14])([CH3:13])[CH3:12]. The catalyst class is: 34.